Dataset: Forward reaction prediction with 1.9M reactions from USPTO patents (1976-2016). Task: Predict the product of the given reaction. (1) Given the reactants [CH3:1][C:2]1([CH3:34])[CH2:10][C:9]2[N:8]([C:11]3[CH:18]=[CH:17][C:14]([C:15]#[N:16])=[C:13]([NH:19][C:20]4[CH:25]=[C:24]([O:26][CH3:27])[C:23]([O:28][CH3:29])=[C:22]([O:30][CH3:31])[CH:21]=4)[CH:12]=3)[N:7]=[C:6]([CH3:32])[C:5]=2[C:4](=[O:33])[CH2:3]1.C([OH:37])C.CS(C)=O.[OH-].[Na+].OO, predict the reaction product. The product is: [CH3:1][C:2]1([CH3:34])[CH2:10][C:9]2[N:8]([C:11]3[CH:18]=[CH:17][C:14]([C:15]([NH2:16])=[O:37])=[C:13]([NH:19][C:20]4[CH:25]=[C:24]([O:26][CH3:27])[C:23]([O:28][CH3:29])=[C:22]([O:30][CH3:31])[CH:21]=4)[CH:12]=3)[N:7]=[C:6]([CH3:32])[C:5]=2[C:4](=[O:33])[CH2:3]1. (2) Given the reactants [CH3:1][N:2]1[C:6]2[CH:7]=[CH:8][C:9]([C:11]3[CH2:17][C@H:16]4[N:13]([C:14](=[O:25])[C@@H:15]4[C@H:18]([O:20][Si](C)(C)C)[CH3:19])[C:12]=3[C:26]([O:28][CH2:29][CH:30]=[CH2:31])=[O:27])=[CH:10][C:5]=2[O:4][C:3]1=[O:32].O.Cl.C(=O)([O-])O.[Na+], predict the reaction product. The product is: [OH:20][C@@H:18]([C@H:15]1[C:14](=[O:25])[N:13]2[C@@H:16]1[CH2:17][C:11]([C:9]1[CH:8]=[CH:7][C:6]3[N:2]([CH3:1])[C:3](=[O:32])[O:4][C:5]=3[CH:10]=1)=[C:12]2[C:26]([O:28][CH2:29][CH:30]=[CH2:31])=[O:27])[CH3:19]. (3) Given the reactants Cl[Sn]Cl.Cl.[N+:5]([C:8]1[CH:16]=[CH:15][C:11]2[N:12]=[CH:13][S:14][C:10]=2[CH:9]=1)([O-])=O.[OH-].[Na+], predict the reaction product. The product is: [NH2:5][C:8]1[CH:16]=[CH:15][C:11]2[N:12]=[CH:13][S:14][C:10]=2[CH:9]=1. (4) Given the reactants [CH3:1][N:2]([CH3:29])[C:3]1[C:27]([CH3:28])=[CH:26][C:6]2[N:7]=[C:8]3[C:13]([N:14]([CH2:15][CH2:16][CH2:17][CH2:18][CH2:19][CH2:20][C:21]([OH:23])=O)[C:5]=2[CH:4]=1)=[N:12][C:11](=[O:24])[NH:10][C:9]3=[O:25].CN1CCOCC1.C(OC(Cl)=O)C(C)C.Cl.[NH2:46][OH:47], predict the reaction product. The product is: [OH:47][NH:46][C:21](=[O:23])[CH2:20][CH2:19][CH2:18][CH2:17][CH2:16][CH2:15][N:14]1[C:13]2[C:8]([C:9](=[O:25])[NH:10][C:11](=[O:24])[N:12]=2)=[N:7][C:6]2[CH:26]=[C:27]([CH3:28])[C:3]([N:2]([CH3:1])[CH3:29])=[CH:4][C:5]1=2. (5) Given the reactants C([O:3][C:4](=[O:21])[CH:5]([O:19][CH3:20])[CH2:6][C:7]1[CH:12]=[CH:11][C:10]([C:13]#[C:14][CH2:15][CH2:16][CH2:17]Br)=[CH:9][CH:8]=1)C.[OH:22][C:23]1[CH:24]=[C:25]2[C:30](=[CH:31][CH:32]=1)[O:29][C:28]([C:33]1[CH:38]=[CH:37][CH:36]=[CH:35][CH:34]=1)=[CH:27][C:26]2=[O:39], predict the reaction product. The product is: [CH3:20][O:19][C@@H:5]([CH2:6][C:7]1[CH:8]=[CH:9][C:10]([C:13]#[C:14][CH2:15][CH2:16][CH2:17][O:22][C:23]2[CH:24]=[C:25]3[C:30](=[CH:31][CH:32]=2)[O:29][C:28]([C:33]2[CH:38]=[CH:37][CH:36]=[CH:35][CH:34]=2)=[CH:27][C:26]3=[O:39])=[CH:11][CH:12]=1)[C:4]([OH:3])=[O:21]. (6) Given the reactants [Cl:1][C:2]1[C:7]([O:8][CH3:9])=[CH:6][C:5]([O:10][CH3:11])=[CH:4][C:3]=1[C:12]1[C:23](=[O:24])[N:22]([CH2:25][CH2:26][N:27]2[CH2:32][CH2:31][NH:30][CH2:29][CH2:28]2)[C:15]2[N:16]=[C:17]([NH:20][CH3:21])[N:18]=[CH:19][C:14]=2[CH:13]=1.[C:33](Cl)(=[O:36])[CH:34]=[CH2:35], predict the reaction product. The product is: [C:33]([N:30]1[CH2:31][CH2:32][N:27]([CH2:26][CH2:25][N:22]2[C:15]3[N:16]=[C:17]([NH:20][CH3:21])[N:18]=[CH:19][C:14]=3[CH:13]=[C:12]([C:3]3[CH:4]=[C:5]([O:10][CH3:11])[CH:6]=[C:7]([O:8][CH3:9])[C:2]=3[Cl:1])[C:23]2=[O:24])[CH2:28][CH2:29]1)(=[O:36])[CH:34]=[CH2:35].